From a dataset of Reaction yield outcomes from USPTO patents with 853,638 reactions. Predict the reaction yield, written as a fraction of the theoretical maximum amount of product (1.0 means a 100% yield; for example, 0.34 means a 34% yield). (1) The reactants are [CH2:1]([O:8][C:9]1[CH:14]=[CH:13][C:12]([N:15]([CH2:26][C@H:27]([O:29][Si](C(C)(C)C)(C)C)[CH3:28])[C:16]([C:18]2[C:19]([Cl:25])=[N:20][CH:21]=[N:22][C:23]=2[Cl:24])=[O:17])=[CH:11][C:10]=1[F:37])[C:2]1[CH:7]=[CH:6][CH:5]=[CH:4][CH:3]=1. The catalyst is Cl.O1CCOCC1. The product is [CH2:1]([O:8][C:9]1[CH:14]=[CH:13][C:12]([N:15]([CH2:26][C@H:27]([OH:29])[CH3:28])[C:16]([C:18]2[C:23]([Cl:24])=[N:22][CH:21]=[N:20][C:19]=2[Cl:25])=[O:17])=[CH:11][C:10]=1[F:37])[C:2]1[CH:7]=[CH:6][CH:5]=[CH:4][CH:3]=1. The yield is 0.745. (2) The reactants are [CH2:1]1[C:9]2[C:4](=[CH:5][CH:6]=[CH:7][CH:8]=2)[CH2:3][CH:2]1[OH:10].C(N(CC)CC)C.[S:18](Cl)([CH3:21])(=[O:20])=[O:19].O. The catalyst is C(Cl)Cl. The product is [CH2:1]1[C:9]2[C:4](=[CH:5][CH:6]=[CH:7][CH:8]=2)[CH2:3][CH:2]1[O:10][S:18]([CH3:21])(=[O:20])=[O:19]. The yield is 0.990. (3) The reactants are Br[C:2]1[CH:3]=[C:4]([N:8]2[CH2:13][CH2:12][O:11][CH2:10][CH2:9]2)[CH:5]=[N:6][CH:7]=1.C[CH2:15][O:16]CC.C([Li])CCC.CN(C=O)C. The catalyst is CCCCCC. The product is [N:8]1([C:4]2[CH:5]=[N:6][CH:7]=[C:2]([CH:3]=2)[CH:15]=[O:16])[CH2:13][CH2:12][O:11][CH2:10][CH2:9]1. The yield is 0.900. (4) The reactants are [F:1][C:2]1[CH:35]=[C:34]([N+:36]([O-])=O)[CH:33]=[CH:32][C:3]=1[O:4][C:5]1[C:14]2[C:9](=[CH:10][C:11]([O:17][CH2:18][CH:19]3[CH2:24][CH2:23][N:22]([C:25]([O:27][C:28]([CH3:31])([CH3:30])[CH3:29])=[O:26])[CH2:21][CH2:20]3)=[C:12]([O:15][CH3:16])[CH:13]=2)[N:8]=[CH:7][CH:6]=1.[Cl-].[NH4+]. The catalyst is C(O)C.O.CO.[Fe]. The product is [NH2:36][C:34]1[CH:33]=[CH:32][C:3]([O:4][C:5]2[C:14]3[C:9](=[CH:10][C:11]([O:17][CH2:18][CH:19]4[CH2:24][CH2:23][N:22]([C:25]([O:27][C:28]([CH3:30])([CH3:31])[CH3:29])=[O:26])[CH2:21][CH2:20]4)=[C:12]([O:15][CH3:16])[CH:13]=3)[N:8]=[CH:7][CH:6]=2)=[C:2]([F:1])[CH:35]=1. The yield is 0.520. (5) The reactants are [OH-:1].[K+].OO.[CH2:5]([NH:9][C:10]([N:12]1[C:16]([CH3:17])=[CH:15][C:14]([O:18][C:19]2[C:24]([Cl:25])=[CH:23][C:22]([C:26]([F:29])([F:28])[F:27])=[CH:21][N:20]=2)=[N:13]1)=S)[CH2:6][CH2:7][CH3:8].Cl. The catalyst is CO. The product is [CH2:5]([NH:9][C:10]([N:12]1[C:16]([CH3:17])=[CH:15][C:14]([O:18][C:19]2[C:24]([Cl:25])=[CH:23][C:22]([C:26]([F:29])([F:28])[F:27])=[CH:21][N:20]=2)=[N:13]1)=[O:1])[CH2:6][CH2:7][CH3:8]. The yield is 0.181.